This data is from Catalyst prediction with 721,799 reactions and 888 catalyst types from USPTO. The task is: Predict which catalyst facilitates the given reaction. (1) Reactant: C(Cl)(=O)C(Cl)=O.CS(C)=O.[I:11][C:12]1[CH:13]=[C:14]([CH:23]=[CH:24][CH:25]=1)[CH2:15][C:16]1[CH:17]=[C:18]([CH2:21][OH:22])[S:19][CH:20]=1.C(N(CC)CC)C.C([O-])(O)=O.[Na+]. Product: [I:11][C:12]1[CH:13]=[C:14]([CH:23]=[CH:24][CH:25]=1)[CH2:15][C:16]1[CH:17]=[C:18]([CH:21]=[O:22])[S:19][CH:20]=1. The catalyst class is: 2. (2) Reactant: [NH2:1][C:2]1[CH:7]=[CH:6][C:5]([N:8]2[CH2:13][CH2:12][N:11]([C:14](C3C=CC=CC=3)=[O:15])[CH2:10][CH2:9]2)=[CH:4][C:3]=1[N:22]1[CH2:26][CH2:25][CH2:24][CH2:23]1.[N-:27]=[N+:28]=[N-:29].[Na+].[CH3:31]OC(OC)OC. Product: [N:22]1([C:3]2[CH:4]=[C:5]([N:8]3[CH2:13][CH2:12][N:11]([CH:14]=[O:15])[CH2:10][CH2:9]3)[CH:6]=[CH:7][C:2]=2[N:1]2[CH:31]=[N:29][N:28]=[N:27]2)[CH2:23][CH2:24][CH2:25][CH2:26]1. The catalyst class is: 52. (3) Reactant: Cl.[CH2:2]([O:9][C:10]1[CH:19]=[C:18]2[C:13]([C:14](Cl)=[N:15][CH:16]=[N:17]2)=[CH:12][C:11]=1[O:21][CH3:22])[C:3]1[CH:8]=[CH:7][CH:6]=[CH:5][CH:4]=1. The catalyst class is: 6. Product: [CH2:2]([O:9][C:10]1[CH:19]=[C:18]2[C:13]([C:14]([O:9][C:10]3[CH:19]=[CH:18][CH:13]=[CH:12][CH:11]=3)=[N:15][CH:16]=[N:17]2)=[CH:12][C:11]=1[O:21][CH3:22])[C:3]1[CH:8]=[CH:7][CH:6]=[CH:5][CH:4]=1. (4) Reactant: [NH2:1][C:2]1[CH:10]=[CH:9][CH:8]=[CH:7][C:3]=1[C:4]([NH2:6])=[O:5].[C:11](OCC)(=O)[C:12]([O:14][CH2:15][CH3:16])=[O:13]. Product: [O:5]=[C:4]1[C:3]2[C:2](=[CH:10][CH:9]=[CH:8][CH:7]=2)[N:1]=[C:11]([C:12]([O:14][CH2:15][CH3:16])=[O:13])[NH:6]1. The catalyst class is: 14. (5) Reactant: [F:1][C:2]1[CH:7]=[CH:6][C:5]([C@:8]23[CH2:16][CH2:15][CH2:14][CH:13]2[CH2:12][S:11][C:10]([NH2:17])=[N:9]3)=[CH:4][C:3]=1[O:18]C.B(Br)(Br)Br. Product: [NH2:17][C:10]1[S:11][CH2:12][CH:13]2[CH2:14][CH2:15][CH2:16][C@:8]2([C:5]2[CH:6]=[CH:7][C:2]([F:1])=[C:3]([OH:18])[CH:4]=2)[N:9]=1. The catalyst class is: 34. (6) Reactant: [CH3:1][O:2][C:3](=[O:30])[CH:4]([NH:8][C:9](=[O:29])[CH:10]([NH:19][C:20](OC1C=CC=CC=1)=[O:21])[CH2:11][CH2:12][C:13]1[CH:18]=[CH:17][CH:16]=[CH:15][CH:14]=1)[CH:5]([CH3:7])[CH3:6].CCN(C(C)C)C(C)C. Product: [CH3:1][O:2][C:3](=[O:30])[CH:4]([N:8]1[C:9](=[O:29])[CH:10]([CH2:11][CH2:12][C:13]2[CH:18]=[CH:17][CH:16]=[CH:15][CH:14]=2)[NH:19][C:20]1=[O:21])[CH:5]([CH3:7])[CH3:6]. The catalyst class is: 3.